From a dataset of Reaction yield outcomes from USPTO patents with 853,638 reactions. Predict the reaction yield, written as a fraction of the theoretical maximum amount of product (1.0 means a 100% yield; for example, 0.34 means a 34% yield). (1) The reactants are [Cl:1][C:2]1[CH:26]=[C:25]([Cl:27])[CH:24]=[CH:23][C:3]=1[C:4]([NH:6][C:7]1[CH:12]=[C:11]([O:13][CH2:14][CH2:15][O:16][CH3:17])[CH:10]=[CH:9][C:8]=1/[CH:18]=[CH:19]/[C:20](O)=[O:21])=[O:5].CC1C=CC=C([N+]([O-])=O)C=1C(OC(=O)C1C([N+]([O-])=O)=CC=CC=1C)=O.[CH2:53]([S:58]([NH2:61])(=[O:60])=[O:59])[CH2:54][CH2:55][CH2:56][CH3:57].[Cl-].[NH4+]. The catalyst is C(#N)C.CN(C)C1C=CN=CC=1.C(N(CC)CC)C. The product is [Cl:1][C:2]1[CH:26]=[C:25]([Cl:27])[CH:24]=[CH:23][C:3]=1[C:4]([NH:6][C:7]1[CH:12]=[C:11]([O:13][CH2:14][CH2:15][O:16][CH3:17])[CH:10]=[CH:9][C:8]=1/[CH:18]=[CH:19]/[C:20](=[O:21])[NH:61][S:58]([CH2:53][CH2:54][CH2:55][CH2:56][CH3:57])(=[O:60])=[O:59])=[O:5]. The yield is 0.400. (2) The reactants are [ClH:1].C(OC([N:9]1[CH2:14][CH2:13][CH:12]([C:15]2[N:16]([CH2:27][CH2:28][N:29]([CH3:31])[CH3:30])[CH:17]=[C:18]([C:20]3[CH:25]=[CH:24][C:23]([Cl:26])=[CH:22][CH:21]=3)[N:19]=2)[CH2:11][CH2:10]1)=O)(C)(C)C. The catalyst is O1CCOCC1.C(Cl)Cl. The product is [ClH:26].[ClH:1].[ClH:26].[Cl:26][C:23]1[CH:24]=[CH:25][C:20]([C:18]2[N:19]=[C:15]([CH:12]3[CH2:11][CH2:10][NH:9][CH2:14][CH2:13]3)[N:16]([CH2:27][CH2:28][N:29]([CH3:31])[CH3:30])[CH:17]=2)=[CH:21][CH:22]=1. The yield is 0.741. (3) The reactants are [NH2:1][C:2]1[C:3]2[N:4]([C:8]([C@@H:12]3[CH2:16][CH2:15][CH2:14][N:13]3C(OCC3C=CC=CC=3)=O)=[N:9][C:10]=2Br)[CH:5]=[CH:6][N:7]=1.[S:27]1[C:31]2[CH2:32][CH2:33][CH2:34][CH2:35][C:30]=2[N:29]=[C:28]1[NH:36][C:37](=[O:53])[C:38]1[CH:43]=[CH:42][C:41](B2OC(C)(C)C(C)(C)O2)=[CH:40][CH:39]=1. No catalyst specified. The product is [NH2:1][C:2]1[C:3]2[N:4]([C:8]([C@@H:12]3[CH2:16][CH2:15][CH2:14][NH:13]3)=[N:9][C:10]=2[C:41]2[CH:42]=[CH:43][C:38]([C:37]([NH:36][C:28]3[S:27][C:31]4[CH2:32][CH2:33][CH2:34][CH2:35][C:30]=4[N:29]=3)=[O:53])=[CH:39][CH:40]=2)[CH:5]=[CH:6][N:7]=1. The yield is 0.600. (4) The reactants are [CH2:1]([OH:13])[CH2:2][CH2:3][CH2:4][CH2:5][CH2:6][CH2:7][CH2:8][CH2:9][CH2:10][CH2:11][CH3:12].[C:14](OCC)(=[O:18])[CH:15]([CH3:17])[OH:16]. No catalyst specified. The product is [C:14]([O:13][CH2:1][CH2:2][CH2:3][CH2:4][CH2:5][CH2:6][CH2:7][CH2:8][CH2:9][CH2:10][CH2:11][CH3:12])(=[O:18])[CH:15]([CH3:17])[OH:16]. The yield is 0.780. (5) The reactants are [NH:1]1[C:5]2[CH:6]=[CH:7][C:8]([C:10]([OH:12])=O)=[CH:9][C:4]=2[N:3]=[CH:2]1.[CH3:13][O:14][C:15]1[C:20]2[C@H:21]3[C@H:26]([CH2:27][CH2:28][C:19]=2[CH:18]=[CH:17][CH:16]=1)[NH:25][CH2:24][CH2:23][CH2:22]3. No catalyst specified. The product is [NH:1]1[C:5]2[CH:6]=[CH:7][C:8]([C:10]([N:25]3[C@@H:26]4[C@H:21]([C:20]5[C:15]([O:14][CH3:13])=[CH:16][CH:17]=[CH:18][C:19]=5[CH2:28][CH2:27]4)[CH2:22][CH2:23][CH2:24]3)=[O:12])=[CH:9][C:4]=2[N:3]=[CH:2]1. The yield is 0.510. (6) The reactants are [Br:1][C:2]1[S:3][C:4]([CH3:10])=[C:5]([CH2:7][CH2:8][OH:9])[N:6]=1.[CH2:11]([O:13][C:14](=[O:26])[CH2:15][C@H:16]1[C:24]2[C:19](=[CH:20][C:21](O)=[CH:22][CH:23]=2)[CH2:18][CH2:17]1)[CH3:12].C1C=CC(P(C2C=CC=CC=2)C2C=CC=CC=2)=CC=1.C1CCN(C(N=NC(N2CCCCC2)=O)=O)CC1. The catalyst is C1COCC1. The product is [CH2:11]([O:13][C:14](=[O:26])[CH2:15][C@H:16]1[C:24]2[C:19](=[CH:20][C:21]([O:9][CH2:8][CH2:7][C:5]3[N:6]=[C:2]([Br:1])[S:3][C:4]=3[CH3:10])=[CH:22][CH:23]=2)[CH2:18][CH2:17]1)[CH3:12]. The yield is 0.760. (7) The reactants are [Cl:1][C:2]1[N:7]=[C:6]([C:8]([O:10][CH2:11][CH3:12])=[O:9])[C:5](F)=[CH:4][N:3]=1.[O:14]1[CH2:17][CH:16]([NH2:18])[CH2:15]1. No catalyst specified. The product is [Cl:1][C:2]1[N:7]=[C:6]([C:8]([O:10][CH2:11][CH3:12])=[O:9])[C:5]([NH:18][CH:16]2[CH2:17][O:14][CH2:15]2)=[CH:4][N:3]=1. The yield is 0.240.